Dataset: Catalyst prediction with 721,799 reactions and 888 catalyst types from USPTO. Task: Predict which catalyst facilitates the given reaction. (1) Reactant: [F:1][C:2]1[CH:7]=[CH:6][C:5]([C:8]2[C:12]([C:13]([O:15]C)=[O:14])=[CH:11][O:10][N:9]=2)=[CH:4][CH:3]=1.Cl. Product: [F:1][C:2]1[CH:3]=[CH:4][C:5]([C:8]2[C:12]([C:13]([OH:15])=[O:14])=[CH:11][O:10][N:9]=2)=[CH:6][CH:7]=1. The catalyst class is: 15. (2) The catalyst class is: 5. Reactant: [CH3:1][O:2][C:3]1[CH:4]=[C:5]2[CH:11]=[C:10]([CH3:12])[N:9](S(C3C=CC=CC=3)(=O)=O)[C:6]2=[N:7][CH:8]=1.[OH-].[Na+].O. Product: [CH3:1][O:2][C:3]1[CH:4]=[C:5]2[CH:11]=[C:10]([CH3:12])[NH:9][C:6]2=[N:7][CH:8]=1. (3) Reactant: [C:1]([C:3]1[CH:4]=[N:5][N:6]2[CH:11]=[CH:10][C:9]([C:12]3[CH:20]=[CH:19][C:15]([C:16]([OH:18])=O)=[CH:14][CH:13]=3)=[N:8][C:7]=12)#[CH:2].C[N:22]1[CH2:27][CH2:26][O:25][CH2:24][CH2:23]1.CN(C(ON1N=NC2C=CC=NC1=2)=[N+](C)C)C.F[P-](F)(F)(F)(F)F.N1CCOCC1. Product: [C:1]([C:3]1[CH:4]=[N:5][N:6]2[CH:11]=[CH:10][C:9]([C:12]3[CH:13]=[CH:14][C:15]([C:16]([N:22]4[CH2:27][CH2:26][O:25][CH2:24][CH2:23]4)=[O:18])=[CH:19][CH:20]=3)=[N:8][C:7]=12)#[CH:2]. The catalyst class is: 31. (4) Reactant: [CH3:1][O-].[Na+].[Br:4][C:5]1[CH:19]=[CH:18][C:8]([CH2:9]P(=O)(OCC)OCC)=[CH:7][CH:6]=1.[CH3:20][N:21]([C:23]1[CH:30]=[CH:29][CH:28]=[CH:27][C:24]=1C=O)[CH3:22].O. Product: [Br:4][C:5]1[CH:6]=[CH:7][C:8](/[CH:9]=[CH:1]/[C:28]2[CH:27]=[CH:24][C:23]([N:21]([CH3:20])[CH3:22])=[CH:30][CH:29]=2)=[CH:18][CH:19]=1. The catalyst class is: 3. (5) Reactant: Br.[CH2:2]([NH:9][C:10](=[NH:20])[CH2:11]P(OCC)(OCC)=O)[C:3]1[CH:8]=[CH:7][CH:6]=[CH:5][CH:4]=1.[Cl:21][C:22]1[CH:29]=[CH:28][CH:27]=[CH:26][C:23]=1[CH:24]=O.C(=O)([O-])[O-].[K+].[K+].O. Product: [ClH:21].[CH2:2]([NH:9][C:10](=[NH:20])/[CH:11]=[CH:24]/[C:23]1[CH:26]=[CH:27][CH:28]=[CH:29][C:22]=1[Cl:21])[C:3]1[CH:4]=[CH:5][CH:6]=[CH:7][CH:8]=1. The catalyst class is: 7. (6) Reactant: [CH2:1]([O:3][C:4]([C:6]1[CH:10]=[C:9]([O:11][CH2:12][C:13]([N:15]2[CH2:19][CH2:18][CH2:17][C@H:16]2[C:20]([OH:22])=O)=[O:14])[N:8]([C:23]2[CH:28]=[CH:27][CH:26]=[CH:25][CH:24]=2)[N:7]=1)=[O:5])[CH3:2].CN(C(ON1N=NC2[CH:40]=[CH:41][CH:42]=[N:43][C:38]1=2)=[N+](C)C)C.F[P-](F)(F)(F)(F)F.CCN(C(C)C)C(C)C.NCC1CC1. Product: [CH2:1]([O:3][C:4]([C:6]1[CH:10]=[C:9]([O:11][CH2:12][C:13]([N:15]2[CH2:19][CH2:18][CH2:17][C@H:16]2[C:20](=[O:22])[N:43]([CH:42]2[CH2:40][CH2:41]2)[CH3:38])=[O:14])[N:8]([C:23]2[CH:24]=[CH:25][CH:26]=[CH:27][CH:28]=2)[N:7]=1)=[O:5])[CH3:2]. The catalyst class is: 174.